This data is from Forward reaction prediction with 1.9M reactions from USPTO patents (1976-2016). The task is: Predict the product of the given reaction. (1) Given the reactants [H-].[Na+].[NH2:3][C:4]1[O:8][N:7]=[C:6]([CH3:9])[C:5]=1[Cl:10].[C:11]1([C:21]2[CH:26]=[CH:25][CH:24]=[CH:23][CH:22]=2)[CH:16]=[CH:15][C:14]([S:17](Cl)(=[O:19])=[O:18])=[CH:13][CH:12]=1.CO, predict the reaction product. The product is: [Cl:10][C:5]1[C:6]([CH3:9])=[N:7][O:8][C:4]=1[NH:3][S:17]([C:14]1[CH:13]=[CH:12][C:11]([C:21]2[CH:26]=[CH:25][CH:24]=[CH:23][CH:22]=2)=[CH:16][CH:15]=1)(=[O:19])=[O:18]. (2) Given the reactants Br[CH2:2][CH2:3][CH2:4][O:5][C:6]1[CH:11]=[CH:10][C:9]([B:12]2[O:16][C:15]([CH3:18])([CH3:17])[C:14]([CH3:20])([CH3:19])[O:13]2)=[CH:8][CH:7]=1.[CH3:21][S:22]([N:25]1[CH2:30][CH2:29][NH:28][CH2:27][CH2:26]1)(=[O:24])=[O:23].C(=O)([O-])[O-].[Cs+].[Cs+], predict the reaction product. The product is: [CH3:21][S:22]([N:25]1[CH2:30][CH2:29][N:28]([CH2:2][CH2:3][CH2:4][O:5][C:6]2[CH:11]=[CH:10][C:9]([B:12]3[O:16][C:15]([CH3:18])([CH3:17])[C:14]([CH3:20])([CH3:19])[O:13]3)=[CH:8][CH:7]=2)[CH2:27][CH2:26]1)(=[O:24])=[O:23]. (3) Given the reactants C(O)(=O)C.[CH3:5][NH:6][C:7]1[CH:12]=[CH:11][N:10]2[CH:13]=[C:14]([C:16]3[CH:21]=[CH:20][C:19](CO)=[CH:18][CH:17]=3)[N:15]=[C:9]2[CH:8]=1.CNC1C=CN=C(N)C=1.[F:33][CH:34]([F:46])[O:35]C1C=CC(C(=O)CBr)=CC=1, predict the reaction product. The product is: [F:33][CH:34]([F:46])[O:35][C:19]1[CH:18]=[CH:17][C:16]([C:14]2[N:15]=[C:9]3[CH:8]=[C:7]([NH:6][CH3:5])[CH:12]=[CH:11][N:10]3[CH:13]=2)=[CH:21][CH:20]=1. (4) Given the reactants [C:1]([C:3]1[N:8]=[CH:7][C:6]([N:9]2[C:13]([C:14]3[N:19]=[C:18]([C:20]([O:22]C)=O)[C:17](=[O:24])[N:16]([C:25]4[CH:30]=[CH:29][CH:28]=[C:27]([C:31]([F:34])([F:33])[F:32])[CH:26]=4)[C:15]=3[CH3:35])=[CH:12][CH:11]=[N:10]2)=[CH:5][CH:4]=1)#[N:2].[CH:36]1([NH2:39])[CH2:38][CH2:37]1, predict the reaction product. The product is: [C:1]([C:3]1[N:8]=[CH:7][C:6]([N:9]2[C:13]([C:14]3[N:19]=[C:18]([C:20]([NH:39][CH:36]4[CH2:38][CH2:37]4)=[O:22])[C:17](=[O:24])[N:16]([C:25]4[CH:30]=[CH:29][CH:28]=[C:27]([C:31]([F:33])([F:34])[F:32])[CH:26]=4)[C:15]=3[CH3:35])=[CH:12][CH:11]=[N:10]2)=[CH:5][CH:4]=1)#[N:2]. (5) Given the reactants [NH:1]1[C:9]2[C:4](=[CH:5][CH:6]=[CH:7][CH:8]=2)[C@@:3]2([CH2:13][O:12][C:11]3[CH:14]=[C:15]4[C:19](=[CH:20][C:10]2=3)[CH2:18][CH2:17][O:16]4)[C:2]1=[O:21].[NH:22]1[C:30]2[C:25](=CC=C[CH:29]=2)[C:24]2(COC3C=C4C(=[CH:41][C:31]2=3)CCO4)C1=O.ClCC1C=NC(OC)=NC=1, predict the reaction product. The product is: [N:22]1[CH:41]=[CH:31][CH:24]=[CH:25][C:30]=1[CH2:29][N:1]1[C:9]2[C:4](=[CH:5][CH:6]=[CH:7][CH:8]=2)[C@@:3]2([CH2:13][O:12][C:11]3[CH:14]=[C:15]4[C:19](=[CH:20][C:10]2=3)[CH2:18][CH2:17][O:16]4)[C:2]1=[O:21]. (6) Given the reactants [CH:1]1([N:4]=[C:5]=[S:6])[CH2:3][CH2:2]1.[NH2:7][C:8]1[CH:42]=[CH:41][C:11]([O:12][C:13]2[CH:18]=[CH:17][N:16]=[C:15]3[CH:19]=[C:20]([C:22]4[N:27]=[CH:26][C:25]([CH2:28][N:29]([CH2:37][CH2:38][O:39][CH3:40])[C:30](=[O:36])[O:31][C:32]([CH3:35])([CH3:34])[CH3:33])=[CH:24][CH:23]=4)[S:21][C:14]=23)=[C:10]([F:43])[CH:9]=1, predict the reaction product. The product is: [CH:1]1([NH:4][C:5](=[S:6])[NH:7][C:8]2[CH:42]=[CH:41][C:11]([O:12][C:13]3[CH:18]=[CH:17][N:16]=[C:15]4[CH:19]=[C:20]([C:22]5[N:27]=[CH:26][C:25]([CH2:28][N:29]([CH2:37][CH2:38][O:39][CH3:40])[C:30](=[O:36])[O:31][C:32]([CH3:35])([CH3:34])[CH3:33])=[CH:24][CH:23]=5)[S:21][C:14]=34)=[C:10]([F:43])[CH:9]=2)[CH2:3][CH2:2]1. (7) Given the reactants [CH3:1][O:2][C:3]([C:5]1[CH:14]=[C:13]([OH:15])[C:12]2[C:7](=[C:8]([O:16][CH2:17][C:18]3[CH:23]=[CH:22][CH:21]=[CH:20][CH:19]=3)[CH:9]=[CH:10][CH:11]=2)[N:6]=1)=[O:4].N1C=CC=CC=1.[S:30](O[S:30]([C:33]([F:36])([F:35])[F:34])(=[O:32])=[O:31])([C:33]([F:36])([F:35])[F:34])(=[O:32])=[O:31].[NH4+].[Cl-], predict the reaction product. The product is: [CH3:1][O:2][C:3]([C:5]1[CH:14]=[C:13]([O:15][S:30]([C:33]([F:36])([F:35])[F:34])(=[O:32])=[O:31])[C:12]2[C:7](=[C:8]([O:16][CH2:17][C:18]3[CH:23]=[CH:22][CH:21]=[CH:20][CH:19]=3)[CH:9]=[CH:10][CH:11]=2)[N:6]=1)=[O:4]. (8) Given the reactants C([N:14]1C[CH:16]([O:18][CH:19]([C:28]2C=CC(Cl)=CC=2)C2C=CC(Cl)=CC=2Cl)[CH2:15]1)(C1C=CC=CC=1)C1C=CC=CC=1.Cl[C:36](OC(Cl)C)=[O:37], predict the reaction product. The product is: [C:16]([O:18][CH2:19][CH3:28])(=[O:37])[CH3:15].[CH3:36][OH:37].[OH-:18].[NH4+:14]. (9) Given the reactants Cl.[C:2]1([C:8]2([C:26]3[CH:31]=[CH:30][CH:29]=[CH:28][CH:27]=3)[CH:12]3[CH2:13][N:14]([C:17]([CH:19]4[CH2:24][CH2:23][NH:22][CH2:21][CH2:20]4)=[O:18])[CH2:15][CH2:16][N:11]3[C:10](=[O:25])[O:9]2)[CH:7]=[CH:6][CH:5]=[CH:4][CH:3]=1.C(=O)([O-])[O-].[K+].[K+].[I-].[Na+].Cl[CH2:41][C:42]([NH2:44])=[O:43], predict the reaction product. The product is: [O:25]=[C:10]1[N:11]2[CH2:16][CH2:15][N:14]([C:17]([CH:19]3[CH2:24][CH2:23][N:22]([CH2:41][C:42]([NH2:44])=[O:43])[CH2:21][CH2:20]3)=[O:18])[CH2:13][CH:12]2[C:8]([C:2]2[CH:3]=[CH:4][CH:5]=[CH:6][CH:7]=2)([C:26]2[CH:27]=[CH:28][CH:29]=[CH:30][CH:31]=2)[O:9]1. (10) Given the reactants [C:1]([O-:4])(=[S:3])[CH3:2].[K+].Br[CH2:7][C:8]1[CH:13]=[CH:12][C:11]([I:14])=[CH:10][CH:9]=1.O, predict the reaction product. The product is: [I:14][C:11]1[CH:12]=[CH:13][C:8]([CH2:7][S:3][C:1](=[O:4])[CH3:2])=[CH:9][CH:10]=1.